From a dataset of Catalyst prediction with 721,799 reactions and 888 catalyst types from USPTO. Predict which catalyst facilitates the given reaction. (1) Reactant: [CH3:1][C@@H:2]1[C:8](=[O:9])[NH:7][CH2:6][C@H:5]([CH3:10])[CH2:4][N:3]1C(OCC1C=CC=CC=1)=O. Product: [CH3:1][C@H:2]1[NH:3][CH2:4][C@@H:5]([CH3:10])[CH2:6][NH:7][C:8]1=[O:9]. The catalyst class is: 29. (2) Reactant: CC1C=CC(S(O[CH2:12][C@@H:13]2[O:18][C:17]3[CH:19]=[C:20]([S:24]([CH3:27])(=[O:26])=[O:25])[CH:21]=[C:22]([F:23])[C:16]=3[O:15][CH2:14]2)(=O)=O)=CC=1.[CH2:28]([NH2:31])[CH2:29][CH3:30]. Product: [F:23][C:22]1[C:16]2[O:15][CH2:14][C@H:13]([CH2:12][NH:31][CH2:28][CH2:29][CH3:30])[O:18][C:17]=2[CH:19]=[C:20]([S:24]([CH3:27])(=[O:25])=[O:26])[CH:21]=1. The catalyst class is: 10. (3) Reactant: Cl[C:2]([O:4][C:5]1[CH:10]=[CH:9][CH:8]=[CH:7][CH:6]=1)=[O:3].[C:11]([C:15]1[CH:19]=[C:18]([NH2:20])[N:17]([CH3:21])[N:16]=1)([CH3:14])([CH3:13])[CH3:12].C(=O)(O)[O-].[Na+]. Product: [C:11]([C:15]1[CH:19]=[C:18]([NH:20][C:2](=[O:3])[O:4][C:5]2[CH:10]=[CH:9][CH:8]=[CH:7][CH:6]=2)[N:17]([CH3:21])[N:16]=1)([CH3:14])([CH3:12])[CH3:13]. The catalyst class is: 76. (4) Reactant: [ClH:1].O1CCOCC1.[N:8]1([C:14]([C:16]2[N:17]=[C:18]([N:21]3[CH2:26][CH2:25][N:24](C(OC(C)(C)C)=O)[CH2:23][CH:22]3[CH2:34][O:35][C:36]3[CH:37]=[N:38][CH:39]=[CH:40][CH:41]=3)[S:19][CH:20]=2)=[O:15])[CH2:13][CH2:12][O:11][CH2:10][CH2:9]1. Product: [ClH:1].[ClH:1].[O:11]1[CH2:12][CH2:13][N:8]([C:14]([C:16]2[N:17]=[C:18]([N:21]3[CH2:26][CH2:25][NH:24][CH2:23][CH:22]3[CH2:34][O:35][C:36]3[CH:37]=[N:38][CH:39]=[CH:40][CH:41]=3)[S:19][CH:20]=2)=[O:15])[CH2:9][CH2:10]1. The catalyst class is: 5.